Dataset: Forward reaction prediction with 1.9M reactions from USPTO patents (1976-2016). Task: Predict the product of the given reaction. (1) The product is: [C:1]([O:5][C:6]([NH:8][C@H:9]([C:14]([O:16][CH:17]([O:21][C:22](=[O:46])[N:23]([C:36]1[N:45]=[C:39]2[CH:40]=[CH:41][C:42]([C:61]3[CH:60]=[CH:59][C:58]([NH:57][C:55](=[O:56])[C@@H:54]([C:51]4[CH:50]=[CH:49][C:48]([F:47])=[CH:53][CH:52]=4)[CH3:67])=[CH:63][CH:62]=3)=[CH:43][N:38]2[N:37]=1)[C:24]1[CH:29]=[CH:28][C:27]([S:30]([CH3:33])(=[O:32])=[O:31])=[CH:26][C:25]=1[O:34][CH3:35])[CH:18]([CH3:20])[CH3:19])=[O:15])[C:10]([CH3:13])([CH3:12])[CH3:11])=[O:7])([CH3:4])([CH3:3])[CH3:2]. Given the reactants [C:1]([O:5][C:6]([NH:8][C@H:9]([C:14]([O:16][CH:17]([O:21][C:22](=[O:46])[N:23]([C:36]1[N:45]=[C:39]2[CH:40]=[CH:41][C:42](Cl)=[CH:43][N:38]2[N:37]=1)[C:24]1[CH:29]=[CH:28][C:27]([S:30]([CH3:33])(=[O:32])=[O:31])=[CH:26][C:25]=1[O:34][CH3:35])[CH:18]([CH3:20])[CH3:19])=[O:15])[C:10]([CH3:13])([CH3:12])[CH3:11])=[O:7])([CH3:4])([CH3:3])[CH3:2].[F:47][C:48]1[CH:53]=[CH:52][C:51]([C@@H:54]([CH3:67])[C:55]([NH:57][C:58]2[CH:63]=[CH:62][C:61](B(O)O)=[CH:60][CH:59]=2)=[O:56])=[CH:50][CH:49]=1.O.P([O-])([O-])([O-])=O.[K+].[K+].[K+].C1(P(C2CCCCC2)C2C=CC=CC=2C2C(OC)=CC=CC=2OC)CCCCC1, predict the reaction product. (2) Given the reactants [ClH:1].[F:2][C:3]1[CH:8]=[C:7]([CH3:9])[C:6]([C:10]2[C:11]([CH3:22])=[N:12][C:13]3[C:18]([CH:19]=2)=[CH:17][N:16]=[C:15]([NH:20][CH3:21])[CH:14]=3)=[CH:5][C:4]=1[NH:23][C:24]([NH:26][CH2:27][CH2:28][C:29]1[CH:34]=[CH:33][CH:32]=[CH:31][CH:30]=1)=[O:25], predict the reaction product. The product is: [ClH:1].[F:2][C:3]1[CH:8]=[C:7]([CH3:9])[C:6]([C:10]2[C:11]([CH3:22])=[N:12][C:13]3[C:18]([CH:19]=2)=[CH:17][N:16]=[C:15]([NH:20][CH3:21])[CH:14]=3)=[CH:5][C:4]=1[NH:23][C:24]([NH:26][CH2:27][CH2:28][C:29]1[CH:30]=[CH:31][CH:32]=[CH:33][CH:34]=1)=[O:25]. (3) Given the reactants N#N.Cl.[F:4][C:5]1([F:10])[CH2:9][CH2:8][NH:7][CH2:6]1.Cl[CH2:12][CH2:13][O:14][CH2:15][CH2:16][OH:17].C([O-])([O-])=O.[K+].[K+], predict the reaction product. The product is: [F:4][C:5]1([F:10])[CH2:9][CH2:8][N:7]([CH2:12][CH2:13][O:14][CH2:15][CH2:16][OH:17])[CH2:6]1. (4) Given the reactants [C:1]([O:5][C:6]([N:8]1[CH2:12][C@@H:11]([CH2:13][N:14]([CH:31]([CH3:33])[CH3:32])[C:15](=[O:30])[C:16]2[CH:21]=[CH:20][C:19]([O:22][CH3:23])=[C:18]([O:24][CH2:25][CH2:26][CH2:27][O:28][CH3:29])[CH:17]=2)[C@H:10]([NH2:34])[CH2:9]1)=[O:7])([CH3:4])([CH3:3])[CH3:2].C(N(CC)CC)C.[Cl:42][CH2:43][C:44](Cl)=[O:45].C([O-])(O)=O.[Na+], predict the reaction product. The product is: [C:1]([O:5][C:6]([N:8]1[CH2:12][C@@H:11]([CH2:13][N:14]([CH:31]([CH3:32])[CH3:33])[C:15](=[O:30])[C:16]2[CH:21]=[CH:20][C:19]([O:22][CH3:23])=[C:18]([O:24][CH2:25][CH2:26][CH2:27][O:28][CH3:29])[CH:17]=2)[C@H:10]([NH:34][C:44](=[O:45])[CH2:43][Cl:42])[CH2:9]1)=[O:7])([CH3:3])([CH3:4])[CH3:2]. (5) Given the reactants [F:1][C:2]1[C:10]([NH:11][S:12]([CH2:15][CH2:16][CH3:17])(=[O:14])=[O:13])=[CH:9][CH:8]=[CH:7][C:3]=1[C:4]([OH:6])=[O:5].[CH3:18]N(C)C=O.C(Cl)(=O)C(Cl)=O.CO, predict the reaction product. The product is: [CH3:18][O:5][C:4](=[O:6])[C:3]1[CH:7]=[CH:8][CH:9]=[C:10]([NH:11][S:12]([CH2:15][CH2:16][CH3:17])(=[O:14])=[O:13])[C:2]=1[F:1]. (6) Given the reactants [Cl:1][C:2]1[CH:7]=[CH:6][C:5]([CH2:8][CH2:9][C@H:10]2[C:15]([O:16][CH3:17])=N[C@H](C(C)C)C(OC)=[N:11]2)=[CH:4][CH:3]=1.O.C(O)(C(F)(F)F)=[O:25].C([O-])([O-])=O.[Na+].[Na+], predict the reaction product. The product is: [CH3:17][O:16][C:15](=[O:25])[C@@H:10]([NH2:11])[CH2:9][CH2:8][C:5]1[CH:6]=[CH:7][C:2]([Cl:1])=[CH:3][CH:4]=1.